From a dataset of Catalyst prediction with 721,799 reactions and 888 catalyst types from USPTO. Predict which catalyst facilitates the given reaction. (1) Reactant: [CH3:1][O:2][C:3]([C:5]1[N:14]([C:15]([O:17][C:18]([CH3:21])([CH3:20])[CH3:19])=[O:16])[C:8]2=[CH:9][N:10]=[CH:11][C:12](Br)=[C:7]2[CH:6]=1)=[O:4].C(=O)([O-])[O-].[Cs+].[Cs+].[C:28]1([C:34]2[CH:40]=[CH:39][C:37]([NH2:38])=[CH:36][CH:35]=2)[CH:33]=[CH:32][CH:31]=[CH:30][CH:29]=1.CC1(C)C2C(=C(P(C3C=CC=CC=3)C3C=CC=CC=3)C=CC=2)OC2C(P(C3C=CC=CC=3)C3C=CC=CC=3)=CC=CC1=2. Product: [CH3:1][O:2][C:3]([C:5]1[N:14]([C:15]([O:17][C:18]([CH3:21])([CH3:20])[CH3:19])=[O:16])[C:8]2=[CH:9][N:10]=[CH:11][C:12]([NH:38][C:37]3[CH:36]=[CH:35][C:34]([C:28]4[CH:33]=[CH:32][CH:31]=[CH:30][CH:29]=4)=[CH:40][CH:39]=3)=[C:7]2[CH:6]=1)=[O:4]. The catalyst class is: 102. (2) Reactant: C(OC([NH:11][C:12]1([C:17]([OH:19])=O)[CH2:16][CH2:15][CH2:14][CH2:13]1)=O)C1C=CC=CC=1.CN(C(ON1N=NC2C=CC=NC1=2)=[N+](C)C)C.F[P-](F)(F)(F)(F)F.C(N(CC)CC)C.[NH2:51][C:52]1[CH:57]=[CH:56][C:55](/[CH:58]=[CH:59]/[C:60]([O:62][CH2:63][CH3:64])=[O:61])=[CH:54][CH:53]=1.OS(C(F)(F)F)(=O)=O.C([O-])(O)=O.[Na+]. Product: [NH2:11][C:12]1([C:17]([NH:51][C:52]2[CH:53]=[CH:54][C:55](/[CH:58]=[CH:59]/[C:60]([O:62][CH2:63][CH3:64])=[O:61])=[CH:56][CH:57]=2)=[O:19])[CH2:13][CH2:14][CH2:15][CH2:16]1. The catalyst class is: 3.